Dataset: Full USPTO retrosynthesis dataset with 1.9M reactions from patents (1976-2016). Task: Predict the reactants needed to synthesize the given product. Given the product [Cl:1][C:2]1[CH:3]=[CH:4][C:5]([C:8]2[O:16][C:15]3[CH:14]=[CH:13][N:12]([C:19]4[CH:20]=[C:21]([O:32][CH3:33])[C:22]([O:25][CH2:26][C:27]5([C:30]#[N:31])[CH2:28][CH2:29]5)=[N:23][CH:24]=4)[C:11](=[O:17])[C:10]=3[CH:9]=2)=[CH:6][CH:7]=1, predict the reactants needed to synthesize it. The reactants are: [Cl:1][C:2]1[CH:7]=[CH:6][C:5]([C:8]2[O:16][C:15]3[CH:14]=[CH:13][NH:12][C:11](=[O:17])[C:10]=3[CH:9]=2)=[CH:4][CH:3]=1.Br[C:19]1[CH:20]=[C:21]([O:32][CH3:33])[C:22]([O:25][CH2:26][C:27]2([C:30]#[N:31])[CH2:29][CH2:28]2)=[N:23][CH:24]=1.CNCCNC.C(=O)([O-])[O-].[K+].[K+].